From a dataset of Reaction yield outcomes from USPTO patents with 853,638 reactions. Predict the reaction yield, written as a fraction of the theoretical maximum amount of product (1.0 means a 100% yield; for example, 0.34 means a 34% yield). (1) The reactants are [C:1]([C:3]1[CH:4]=[C:5]([CH:22]=[CH:23][CH:24]=1)[O:6][C:7]1[CH:8]=[C:9]([C:16]([N+:19]([O-])=[O:20])=[CH:17][CH:18]=1)[CH2:10][C@@H:11]([C:13](O)=[O:14])[NH2:12])#[N:2].[ClH:25]. The catalyst is O1CCOCC1.CCOCC. The product is [ClH:25].[NH2:12][C@H:11]1[CH2:10][C:9]2[C:16](=[CH:17][CH:18]=[C:7]([O:6][C:5]3[CH:4]=[C:3]([CH:24]=[CH:23][CH:22]=3)[C:1]#[N:2])[CH:8]=2)[N:19]([OH:20])[C:13]1=[O:14]. The yield is 0.970. (2) The yield is 0.557. The catalyst is O. The reactants are Br[C:2]1[C:3]([NH:9][CH2:10][C:11]([O:13][CH2:14][CH3:15])=[O:12])=[N:4][CH:5]=[C:6]([Br:8])[N:7]=1.[CH:16]([NH2:19])([CH3:18])[CH3:17].C(N(CC)C(C)C)(C)C.CS(C)=O. The product is [Br:8][C:6]1[N:7]=[C:2]([NH:19][CH:16]([CH3:18])[CH3:17])[C:3]([NH:9][CH2:10][C:11]([O:13][CH2:14][CH3:15])=[O:12])=[N:4][CH:5]=1. (3) The reactants are O1CCC(C[C:8]2[CH:18]=[CH:17][CH:16]=[C:10]3[C:11]([NH:13][C:14](=[O:15])[C:9]=23)=[O:12])OC1.[C:19]([O-:22])(O)=O.[Na+].C([O:27][CH2:28][CH3:29])(=O)C.[CH3:30]O. The catalyst is Cl. The product is [OH:27][CH:28]([CH2:29][CH2:19][OH:22])[CH2:30][N:13]1[C:14](=[O:15])[C:9]2=[CH:8][CH:18]=[CH:17][CH:16]=[C:10]2[C:11]1=[O:12]. The yield is 0.500. (4) The yield is 0.620. The product is [CH3:1]/[C:2](/[CH2:6][CH2:7][CH:8]=[C:9]([CH3:11])[CH3:10])=[CH:3]\[C:4]([NH:12][C:13]1[CH:18]=[CH:17][CH:16]=[CH:15][CH:14]=1)=[O:5]. The reactants are [CH3:1]/[C:2](/[CH2:6][CH2:7][CH:8]=[C:9]([CH3:11])[CH3:10])=[CH:3]\[CH2:4][OH:5].[NH2:12][C:13]1[CH:18]=[CH:17][CH:16]=[CH:15][CH:14]=1.C(N(CC)CC)C.CN(C(ON1N=NC2C=CC=NC1=2)=[N+](C)C)C.F[P-](F)(F)(F)(F)F. The catalyst is CN(C=O)C. (5) The reactants are [N:1]1[CH:6]=[CH:5][CH:4]=[C:3]([CH2:7][OH:8])[CH:2]=1.C1N=CN([C:14](N2C=NC=C2)=[O:15])C=1.C1CCN2C(=NCCC2)CC1.[C@H:32]12[CH2:38][C@H:35]([NH:36][CH2:37]1)[CH2:34][N:33]2[C:39]1[N:44]=[CH:43][C:42]([C:45]([O:47][CH2:48][CH3:49])=[O:46])=[CH:41][N:40]=1. The catalyst is C1COCC1.C(OCC)(=O)C. The product is [CH2:48]([O:47][C:45]([C:42]1[CH:41]=[N:40][C:39]([N:33]2[CH2:34][C@@H:35]3[CH2:38][C@H:32]2[CH2:37][N:36]3[C:14]([O:8][CH2:7][C:3]2[CH:2]=[N:1][CH:6]=[CH:5][CH:4]=2)=[O:15])=[N:44][CH:43]=1)=[O:46])[CH3:49]. The yield is 0.240. (6) The reactants are [Br:1][C:2]1[N:3]=[CH:4][C:5]([NH2:8])=[N:6][CH:7]=1.[CH2:9]([O:11][C:12]([C:14]1([CH2:27][CH:28]=O)[CH2:19][CH2:18][N:17]([C:20]([O:22][C:23]([CH3:26])([CH3:25])[CH3:24])=[O:21])[CH2:16][CH2:15]1)=[O:13])[CH3:10].C(O)(=O)C.[BH-](OC(C)=O)(OC(C)=O)OC(C)=O.[Na+]. The yield is 0.770. The catalyst is ClC(Cl)C.C(Cl)Cl. The product is [CH2:9]([O:11][C:12]([C:14]1([CH2:27][CH2:28][NH:8][C:5]2[CH:4]=[N:3][C:2]([Br:1])=[CH:7][N:6]=2)[CH2:19][CH2:18][N:17]([C:20]([O:22][C:23]([CH3:26])([CH3:25])[CH3:24])=[O:21])[CH2:16][CH2:15]1)=[O:13])[CH3:10].